This data is from Forward reaction prediction with 1.9M reactions from USPTO patents (1976-2016). The task is: Predict the product of the given reaction. (1) Given the reactants [F:1][C:2]1[CH:8]=[C:7]([F:9])[C:6]([Br:10])=[CH:5][C:3]=1[NH2:4].[C:11](N1C=CN=C1)(N1C=CN=C1)=S.[NH:23]([C:25](=[O:41])[C:26]([NH:28][C:29]1[CH:34]=[CH:33][C:32]([N:35]2[CH2:40][CH2:39][O:38][CH2:37][CH2:36]2)=[CH:31][CH:30]=1)=[O:27])[NH2:24].CCN=C=NCCCN(C)C, predict the reaction product. The product is: [Br:10][C:6]1[C:7]([F:9])=[CH:8][C:2]([F:1])=[C:3]([NH:4][C:11]2[O:41][C:25]([C:26]([NH:28][C:29]3[CH:30]=[CH:31][C:32]([N:35]4[CH2:36][CH2:37][O:38][CH2:39][CH2:40]4)=[CH:33][CH:34]=3)=[O:27])=[N:23][N:24]=2)[CH:5]=1. (2) The product is: [F:21][C:2]1[C:7]([C:8]2[CH:13]=[CH:12][CH:11]=[CH:10][C:9]=2[CH3:14])=[C:6]([OH:18])[C:5]([CH:19]=[O:20])=[CH:4][CH:3]=1. Given the reactants Cl[C:2]1[C:7]([C:8]2[CH:13]=[CH:12][CH:11]=[CH:10][C:9]=2[C:14](F)(F)F)=[C:6]([OH:18])[C:5]([CH:19]=[O:20])=[CH:4][CH:3]=1.[F:21]C1C=CC=C(O)C=1C1C=CC=CC=1C, predict the reaction product. (3) The product is: [CH3:16][S:15][C:12]1[CH:13]=[CH:14][C:9]([N:8]2[CH2:2][CH2:3][NH:4][CH2:5][C:6]2=[O:7])=[CH:10][CH:11]=1. Given the reactants O[CH2:2][CH2:3][NH:4][CH2:5][C:6]([NH:8][C:9]1[CH:14]=[CH:13][C:12]([S:15][CH3:16])=[CH:11][CH:10]=1)=[O:7].P(CCCC)(CCCC)CCCC.C1C=CC(COC(/N=N/C(OCC2C=CC=CC=2)=O)=O)=CC=1, predict the reaction product. (4) Given the reactants [I:1][C:2]1[CH:7]=[CH:6][C:5]([NH:8][C:9]([NH2:11])=[S:10])=[CH:4][CH:3]=1.BrBr, predict the reaction product. The product is: [NH2:11][C:9]1[S:10][C:4]2[CH:3]=[C:2]([I:1])[CH:7]=[CH:6][C:5]=2[N:8]=1. (5) Given the reactants [CH:1]1[CH:2]=[CH:3][C:4]2[S:9][CH:8]=[CH:7][C:5]=2[CH:6]=1.CC([O-])(C)C.[K+].[SiH:16]([CH2:21][CH3:22])([CH2:19][CH3:20])[CH2:17][CH3:18], predict the reaction product. The product is: [S:9]1[CH:8]=[C:7]([Si:16]([CH2:21][CH3:22])([CH2:19][CH3:20])[CH2:17][CH3:18])[C:5]2[CH:6]=[CH:1][CH:2]=[CH:3][C:4]1=2. (6) Given the reactants B.C1COCC1.[CH3:7][C:8]1[C:13]([N+:14]([O-:16])=[O:15])=[CH:12][CH:11]=[CH:10][C:9]=1[CH2:17][C:18]([NH:20][CH2:21][CH2:22][CH3:23])=O, predict the reaction product. The product is: [CH3:7][C:8]1[C:13]([N+:14]([O-:16])=[O:15])=[CH:12][CH:11]=[CH:10][C:9]=1[CH2:17][CH2:18][NH:20][CH2:21][CH2:22][CH3:23].